This data is from Forward reaction prediction with 1.9M reactions from USPTO patents (1976-2016). The task is: Predict the product of the given reaction. (1) Given the reactants [CH:1]1([CH2:6][OH:7])[CH2:5][CH:4]=[CH:3][CH2:2]1.[H-].[Na+].[CH3:10][O:11][C:12]1[CH:19]=[CH:18][C:15]([CH2:16]Cl)=[CH:14][CH:13]=1, predict the reaction product. The product is: [CH:1]1([CH2:6][O:7][CH2:16][C:15]2[CH:18]=[CH:19][C:12]([O:11][CH3:10])=[CH:13][CH:14]=2)[CH2:5][CH:4]=[CH:3][CH2:2]1. (2) The product is: [Cl:1][C:2]1[CH:3]=[CH:4][C:5]([N:8]2[CH2:13][CH2:12][N:11]([C:19]3[N:20]=[C:14]([OH:17])[C:15]4[S:27][CH2:26][CH2:25][C:23]=4[N:24]=3)[CH2:10][CH2:9]2)=[CH:6][CH:7]=1. Given the reactants [Cl:1][C:2]1[CH:7]=[CH:6][C:5]([N:8]2[CH2:13][CH2:12][NH:11][CH2:10][CH2:9]2)=[CH:4][CH:3]=1.[C:14]([OH:17])(=O)[CH3:15].Cl[C:19]1[N:20]=C(NC2C=C(C=CC=2)C(O)=O)C2[S:27][CH2:26][CH2:25][C:23]=2[N:24]=1, predict the reaction product. (3) Given the reactants [CH3:1][CH:2]([NH2:9])[C:3]1[CH:8]=[CH:7][CH:6]=[CH:5][CH:4]=1.[CH:27]1[CH:32]=[CH:31][C:30](C(O[C@H](C(O)=O)[C@H](OC([C:27]2[CH:32]=[CH:31][CH:30]=[CH:29][CH:28]=2)=O)C(O)=O)=O)=[CH:29][CH:28]=1.C1C=CC(C(O[C@@H](C(O)=O)[C@@H](OC(C2C=CC=CC=2)=O)C(O)=O)=O)=CC=1, predict the reaction product. The product is: [C:3]1([C@H:2]([N:9]2[CH2:27][C@@H:32]3[CH2:28][C@H:29]2[CH:30]=[CH:31]3)[CH3:1])[CH:8]=[CH:7][CH:6]=[CH:5][CH:4]=1. (4) Given the reactants [O:1]=[C:2]1[NH:8][C:7]2[C:9]3[CH2:10][CH2:11][CH2:12][CH2:13][C:14]=3[CH:15]=[CH:16][C:6]=2[N:5]([C:17]2[CH:22]=[CH:21][C:20]([NH:23][S:24]([C:27]3[CH:32]=[CH:31][CH:30]=[CH:29][C:28]=3[N+:33]([O-:35])=[O:34])(=[O:26])=[O:25])=[CH:19][CH:18]=2)[C:4](=[O:36])[CH2:3]1.IC.[C:39](=O)([O-])[O-].[K+].[K+], predict the reaction product. The product is: [O:1]=[C:2]1[NH:8][C:7]2[C:9]3[CH2:10][CH2:11][CH2:12][CH2:13][C:14]=3[CH:15]=[CH:16][C:6]=2[N:5]([C:17]2[CH:18]=[CH:19][C:20]([N:23]([CH3:39])[S:24]([C:27]3[CH:32]=[CH:31][CH:30]=[CH:29][C:28]=3[N+:33]([O-:35])=[O:34])(=[O:26])=[O:25])=[CH:21][CH:22]=2)[C:4](=[O:36])[CH2:3]1. (5) Given the reactants [NH2:1][C:2]1[C:10]2[C:5](=[N:6][C:7]([N:14]3[CH2:19][CH2:18][CH:17]([OH:20])[CH2:16][CH2:15]3)=[CH:8][C:9]=2[CH2:11][CH2:12][CH3:13])[S:4][C:3]=1[C:21]#[N:22].[N:23](OCCC(C)C)=O.[ClH:31], predict the reaction product. The product is: [Cl:31][C:21]1[C:3]2[S:4][C:5]3[N:6]=[C:7]([N:14]4[CH2:15][CH2:16][CH:17]([OH:20])[CH2:18][CH2:19]4)[CH:8]=[C:9]([CH2:11][CH2:12][CH3:13])[C:10]=3[C:2]=2[N:1]=[N:23][N:22]=1. (6) Given the reactants C(OC(=O)[NH:7][C:8]12[CH2:15][CH:14]3[CH2:16][C:10]([CH2:17][N:18]4[CH2:23][CH2:22][S:21][CH2:20][CH2:19]4)([CH2:11][CH:12]1[CH2:13]3)[CH2:9]2)(C)(C)C.[ClH:25], predict the reaction product. The product is: [ClH:25].[N:18]1([CH2:17][C:10]23[CH2:16][CH:14]4[CH2:13][CH:12]([CH2:11]2)[C:8]([NH2:7])([CH2:15]4)[CH2:9]3)[CH2:23][CH2:22][S:21][CH2:20][CH2:19]1. (7) Given the reactants [CH3:1][N:2]1[C:11]2[C:6](=[CH:7][C:8]3[CH2:16][CH2:15][N:14](C(OCC)=O)[CH2:13][CH2:12][C:9]=3[CH:10]=2)[CH2:5][CH2:4][C:3]1=[O:22].[OH-].[K+].[ClH:25].[OH-].[Na+], predict the reaction product. The product is: [ClH:25].[CH3:1][N:2]1[C:11]2[C:6](=[CH:7][C:8]3[CH2:16][CH2:15][NH:14][CH2:13][CH2:12][C:9]=3[CH:10]=2)[CH2:5][CH2:4][C:3]1=[O:22].